From a dataset of Forward reaction prediction with 1.9M reactions from USPTO patents (1976-2016). Predict the product of the given reaction. (1) Given the reactants [Br:1][C:2]1[C:6](Br)=[CH:5][S:4][CH:3]=1.[P:8]([O-])([O:13][CH2:14][CH3:15])([O:10][CH2:11][CH3:12])=[O:9].C(N(C(C)C)CC)(C)C.P([O-])([O-])(O)=O.[Na+].[Na+].P([O-])(O)(O)=O.[Na+], predict the reaction product. The product is: [Br:1][C:2]1[C:6]([P:8]([O:13][CH2:14][CH3:15])([O:10][CH2:11][CH3:12])=[O:9])=[CH:5][S:4][CH:3]=1. (2) Given the reactants [Cl:1][C:2]1[C:3]2[C:10]([I:11])=[CH:9][NH:8][C:4]=2[N:5]=[CH:6][N:7]=1.[C:12]([O:16][C:17](=[O:26])[NH:18][C@H:19]1[CH2:24][CH2:23][C@H:22](O)[CH2:21][CH2:20]1)([CH3:15])([CH3:14])[CH3:13].CC(OC(/N=N/C(OC(C)C)=O)=O)C, predict the reaction product. The product is: [C:12]([O:16][C:17](=[O:26])[NH:18][C@H:19]1[CH2:20][CH2:21][C@@H:22]([N:8]2[C:4]3[N:5]=[CH:6][N:7]=[C:2]([Cl:1])[C:3]=3[C:10]([I:11])=[CH:9]2)[CH2:23][CH2:24]1)([CH3:15])([CH3:13])[CH3:14].